From a dataset of Forward reaction prediction with 1.9M reactions from USPTO patents (1976-2016). Predict the product of the given reaction. (1) Given the reactants P(Cl)(Cl)([Cl:3])=O.[F:6][C:7]1[CH:12]=[C:11]([F:13])[CH:10]=[CH:9][C:8]=1[C:14]1[NH:19][C:18](=O)[N:17]2[N:21]=[C:22]([CH:24]3[CH2:29][CH2:28][N:27]([CH:30]([CH3:32])[CH3:31])[CH2:26][CH2:25]3)[N:23]=[C:16]2[CH:15]=1, predict the reaction product. The product is: [ClH:3].[Cl:3][C:18]1[N:17]2[N:21]=[C:22]([CH:24]3[CH2:29][CH2:28][N:27]([CH:30]([CH3:32])[CH3:31])[CH2:26][CH2:25]3)[N:23]=[C:16]2[CH:15]=[C:14]([C:8]2[CH:9]=[CH:10][C:11]([F:13])=[CH:12][C:7]=2[F:6])[N:19]=1. (2) The product is: [N:10]1([CH:13]2[CH2:18][CH2:17][NH:16][CH2:15][CH2:14]2)[CH2:9][CH2:8][CH:7]([N:6]2[C@@H:5]3[CH2:29][CH2:30][CH2:31][CH2:32][C@H:4]3[NH:3][C:2]2=[O:1])[CH2:12][CH2:11]1. Given the reactants [O:1]=[C:2]1[N:6]([CH:7]2[CH2:12][CH2:11][N:10]([CH:13]3[CH2:18][CH2:17][N:16](C(OCC4C=CC=CC=4)=O)[CH2:15][CH2:14]3)[CH2:9][CH2:8]2)[C@@H:5]2[CH2:29][CH2:30][CH2:31][CH2:32][C@H:4]2[NH:3]1, predict the reaction product. (3) Given the reactants N[C:2]1[CH:3]=[C:4]2[CH2:17][CH2:16][CH2:15][C:6]3=[N:7][N:8]([CH2:11][CH:12]([OH:14])[CH3:13])[C:9]([CH:10]=1)=[C:5]23.N([O-])=[O:19].[Na+].C([O-])(O)=O.[Na+], predict the reaction product. The product is: [OH:14][CH:12]([CH3:13])[CH2:11][N:8]1[C:9]2[CH:10]=[C:2]([OH:19])[CH:3]=[C:4]3[C:5]=2[C:6]([CH2:15][CH2:16][CH2:17]3)=[N:7]1. (4) The product is: [CH2:23]([O:25][C:26](=[O:42])[C:27]([O:30][C:31]1[CH:36]=[CH:35][C:34]([S:37][CH2:2][C:3]2[C:4]([CH:20]3[CH2:22][CH2:21]3)=[N:5][C:6]([C:9]3[CH:14]=[CH:13][C:12]([O:15][C:16]([F:19])([F:18])[F:17])=[CH:11][CH:10]=3)=[N:7][CH:8]=2)=[CH:33][C:32]=1[CH3:41])([CH3:28])[CH3:29])[CH3:24]. Given the reactants Cl[CH2:2][C:3]1[C:4]([CH:20]2[CH2:22][CH2:21]2)=[N:5][C:6]([C:9]2[CH:14]=[CH:13][C:12]([O:15][C:16]([F:19])([F:18])[F:17])=[CH:11][CH:10]=2)=[N:7][CH:8]=1.[CH2:23]([O:25][C:26](=[O:42])[C:27]([O:30][C:31]1[CH:36]=[CH:35][C:34]([S:37]C(=O)C)=[CH:33][C:32]=1[CH3:41])([CH3:29])[CH3:28])[CH3:24].CO.C([O-])([O-])=O.[Cs+].[Cs+], predict the reaction product. (5) Given the reactants [Br:1]Br.[CH2:3]([O:5][C:6](=[O:17])[CH2:7][C:8](=[O:16])[C:9]1[CH:14]=[CH:13][CH:12]=[CH:11][C:10]=1[CH3:15])[CH3:4], predict the reaction product. The product is: [CH2:3]([O:5][C:6](=[O:17])[CH:7]([Br:1])[C:8](=[O:16])[C:9]1[CH:14]=[CH:13][CH:12]=[CH:11][C:10]=1[CH3:15])[CH3:4]. (6) Given the reactants Br[C:2]1[CH:7]=[CH:6][C:5]([C:8]2[CH:13]=[CH:12][C:11]([C:14]([CH3:17])([CH3:16])[CH3:15])=[CH:10][CH:9]=2)=[CH:4][CH:3]=1.[NH2:18][C:19]1[N:20]([CH3:25])[N:21]=[CH:22][C:23]=1[Br:24].CC(C)([O-])C.[Na+].C1C=CC(P(C2C(C3C(P(C4C=CC=CC=4)C4C=CC=CC=4)=CC=C4C=3C=CC=C4)=C3C(C=CC=C3)=CC=2)C2C=CC=CC=2)=CC=1, predict the reaction product. The product is: [Br:24][C:23]1[CH:22]=[N:21][N:20]([CH3:25])[C:19]=1[NH:18][C:2]1[CH:7]=[CH:6][C:5]([C:8]2[CH:13]=[CH:12][C:11]([C:14]([CH3:17])([CH3:16])[CH3:15])=[CH:10][CH:9]=2)=[CH:4][CH:3]=1. (7) Given the reactants [CH3:1][C:2]1[CH:7]=[CH:6][CH:5]=[CH:4][C:3]=1[N:8]1[CH2:13][CH2:12][N:11](C(OC(C)(C)C)=O)[CH2:10][C:9]1=[O:21].O1CCOCC1, predict the reaction product. The product is: [CH3:1][C:2]1[CH:7]=[CH:6][CH:5]=[CH:4][C:3]=1[N:8]1[CH2:13][CH2:12][NH:11][CH2:10][C:9]1=[O:21]. (8) The product is: [NH2:24][C:25]1[O:16][C:15]([C:14]2[C:9]([NH:8][C:5]3[CH:6]=[CH:7][C:2]([Br:1])=[CH:3][C:4]=3[F:23])=[C:10]([Cl:22])[C:11]3[N:12]([CH:19]=[CH:20][N:21]=3)[CH:13]=2)=[N:17][N:18]=1. Given the reactants [Br:1][C:2]1[CH:7]=[CH:6][C:5]([NH:8][C:9]2[C:14]([C:15]([NH:17][NH2:18])=[O:16])=[CH:13][N:12]3[CH:19]=[CH:20][N:21]=[C:11]3[C:10]=2[Cl:22])=[C:4]([F:23])[CH:3]=1.[N:24]#[C:25]Br.C(=O)(O)[O-].[Na+], predict the reaction product. (9) The product is: [CH3:25][N:24]([CH2:26][C:27]1[CH:32]=[CH:31][CH:30]=[CH:29][C:28]=1[C:33]1[CH:34]=[CH:35][C:36]([NH:39][C:9](=[O:11])[CH:8]([C:3]2[CH:4]=[CH:5][CH:6]=[CH:7][C:2]=2[CH3:1])[NH:12][C:13]([NH:15][C:16]2[CH:21]=[CH:20][C:19]([Cl:22])=[CH:18][CH:17]=2)=[O:14])=[CH:37][CH:38]=1)[CH3:23]. Given the reactants [CH3:1][C:2]1[CH:7]=[CH:6][CH:5]=[CH:4][C:3]=1[CH:8]([NH:12][C:13]([NH:15][C:16]1[CH:21]=[CH:20][C:19]([Cl:22])=[CH:18][CH:17]=1)=[O:14])[C:9]([OH:11])=O.[CH3:23][N:24]([CH2:26][C:27]1[CH:32]=[CH:31][CH:30]=[CH:29][C:28]=1[C:33]1[CH:38]=[CH:37][C:36]([NH2:39])=[CH:35][CH:34]=1)[CH3:25], predict the reaction product.